Dataset: Reaction yield outcomes from USPTO patents with 853,638 reactions. Task: Predict the reaction yield, written as a fraction of the theoretical maximum amount of product (1.0 means a 100% yield; for example, 0.34 means a 34% yield). (1) The yield is 0.810. The catalyst is ClCCl. The reactants are [C:1]([NH:8][C@H:9]([C:11]([OH:13])=O)[CH3:10])([O:3][C:4]([CH3:7])([CH3:6])[CH3:5])=[O:2].C1C=CC2N(O)N=NC=2C=1.Cl.[CH3:25][NH:26][O:27][CH3:28].C(N(CC)CC)C.C1(N=C=NC2CCCCC2)CCCCC1. The product is [C:4]([O:3][C:1]([NH:8][C@@H:9]([CH3:10])[C:11]([N:26]([O:27][CH3:28])[CH3:25])=[O:13])=[O:2])([CH3:5])([CH3:6])[CH3:7]. (2) The reactants are [Cl:1][C:2]1[CH:10]=[C:9]2[C:5]([C:6]([C:12]3[N:17]=[C:16]4[C:18]([C:29]([NH:31][C:32]([CH3:36])([CH3:35])[CH2:33][OH:34])=[O:30])=[CH:19][N:20](COCC[Si](C)(C)C)[C:15]4=[N:14][CH:13]=3)=[N:7][N:8]2[CH3:11])=[CH:4][CH:3]=1.FC(F)(F)C(O)=O.C(N)CN. The catalyst is ClCCl. The product is [OH:34][CH2:33][C:32]([NH:31][C:29]([C:18]1[C:16]2[C:15](=[N:14][CH:13]=[C:12]([C:6]3[C:5]4[C:9](=[CH:10][C:2]([Cl:1])=[CH:3][CH:4]=4)[N:8]([CH3:11])[N:7]=3)[N:17]=2)[NH:20][CH:19]=1)=[O:30])([CH3:36])[CH3:35]. The yield is 0.160.